This data is from Experimentally validated miRNA-target interactions with 360,000+ pairs, plus equal number of negative samples. The task is: Binary Classification. Given a miRNA mature sequence and a target amino acid sequence, predict their likelihood of interaction. (1) The miRNA is hsa-miR-4638-3p with sequence CCUGGACACCGCUCAGCCGGCCG. The protein sequence of the target gene is MSRPLITRSPASPLNNQGIPTPAQLTKSNAPVHIDVGGHMYTSSLATLTKYPESRIGRLFDGTEPIVLDSLKQHYFIDRDGQMFRYILNFLRTSKLLIPDDFKDYTLLYEEAKYFQLQPMLLEMERWKQDRETGRFSRPCECLVVRVAPDLGERITLSGDKSLIEEVFPEIGDVMCNSVNAGWNHDSTHVIRFPLNGYCHLNSVQVLERLQQRGFEIVGSCGGGVDSSQFSEYVLRRELRRTPRVPSVIRIKQEPLD. Result: 0 (no interaction). (2) The miRNA is hsa-miR-1208 with sequence UCACUGUUCAGACAGGCGGA. The protein sequence of the target gene is MFQQFQASCLVLFFLVGFAQQTLKPQNRKVDCNKGVTGTIYEYGALTLNGEEYIQFKQFAGKHVLFVNVAAYUGLAAQYPELNALQEELKNFGVIVLAFPCNQFGKQEPGTNSEILLGLKYVCPGSGFVPSFQLFEKGDVNGEKEQKVFTFLKNSCPPTSDLLGSSSQLFWEPMKVHDIRWNFEKFLVGPDGVPVMHWFHQAPVSTVKSDILEYLKQFNTH. Result: 0 (no interaction). (3) The miRNA is mmu-miR-3057-3p with sequence UCCCACAGGCCCAGCUCAUAGC. The protein sequence of the target gene is MSLQSPSRLLELAGQSLLRNQFLTIFILDELPREVFPLMFMEASSMRHFEALKLMVQAWPFLRLPLGSLMKTPHLETLQAVLKGLDTLLAQKLRPRRWKLQVLDLRDVDGNFWTIWSGARALSCSPEAMSKRQTVEDYPRTGEHQPLKVFIDLCQKESTLDECLSYLCRWIHYRRGLVHLCCNKVQNYSMPTSSFRNLLKRVYPDSIQELEIKRKCSLNKTGKFAPYLSQMSNLRKLFLAFGYDDELYVSGQQQFVPDLDCPFLCLYYPQMLYIRKISNIKEHLEHLLRCLKNPLGTFIF.... Result: 0 (no interaction). (4) The miRNA is bta-miR-146b with sequence UGAGAACUGAAUUCCAUAGGCUGU. The protein sequence of the target gene is MGPWSGSRLVALLLLVYGAGSVRGDTPANCTYPDLLGTWVFQVGSSGSQRDVNCSVMGPPEKKVVVHLKKLDTAYDDFGNSGHFTIIYNQGFEIVLNDYKWFAFFKYKEEGGKVTSYCHETMTGWVHDVLGRNRACFTGRKTGNTSENVNVNTARLAGLEETYSNRLYRYNHDFVKAINAIQKSWTAAPYMEYETLTLKEMIRRGGGHSRRIPRPKPAPITAEIQKKILHLPTSWDWRNVHGINFVTPVRNQGSCGSCYSFASMGMMEARIRILTNNTQTPILSPQEVVSCSQYAQGCEG.... Result: 1 (interaction). (5) Result: 0 (no interaction). The protein sequence of the target gene is MALARGSRQLGALVWGACLCVLVHGQQAQPGQGSDPARWRQLIQWENNGQVYSLLNSGSEYVPAGPQRSESSSRVLLAGAPQAQQRRSHGSPRRRQAPSLPLPGRVGSDTVRGQARHPFGFGQVPDNWREVAVGDSTGMARARTSVSQQRHGGSASSVSASAFASTYRQQPSYPQQFPYPQAPFVSQYENYDPASRTYDQGFVYYRPAGGGVGAGAAAVASAGVIYPYQPRARYEEYGGGEELPEYPPQGFYPAPERPYVPPPPPPPDGLDRRYSHSLYSEGTPGFEQAYPDPGPEAAQA.... The miRNA is hsa-miR-6746-5p with sequence CCGGGAGAAGGAGGUGGCCUGG. (6) The miRNA is hsa-miR-3606-5p with sequence UUAGUGAAGGCUAUUUUAAUU. The protein sequence of the target gene is MPTQRDSSTMSHTVACGGGGDHSHQVRVKAYYRGDIMITHFEPSISFEGLCSEVRDMCSFDNEQPFTMKWIDEEGDPCTVSSQLELEEAFRLYELNKDSELLIHVFPCVPERPGMPCPGEDKSIYRRGARRWRKLYCANGHTFQAKRFNRRAHCAICTDRIWGLGRQGYKCINCKLLVHKKCHKLVTIECGRHSLPPEPMMPMDQTMHPDHTQTVIPYNPSSHESLDQVGEEKEAMNTRESGKASSSLGLQDFDLLRVIGRGSYAKVLLVRLKKTDRIYAMKVVKKELVNDDEDIDWVQT.... Result: 0 (no interaction).